Dataset: Forward reaction prediction with 1.9M reactions from USPTO patents (1976-2016). Task: Predict the product of the given reaction. (1) Given the reactants [CH2:1]([N:5]([CH2:7][C:8]1[CH:9]=[C:10]([CH:14]=[C:15]([CH3:17])[CH:16]=1)[C:11]([OH:13])=O)[CH3:6])[CH:2]([CH3:4])[CH3:3].CN(C(ON1N=NC2C=CC=CC1=2)=[N+](C)C)C.F[P-](F)(F)(F)(F)F.C1C=CC2N(O)N=NC=2C=1.C(N(CC)C(C)C)(C)C.[NH2:61][C@@H:62]([CH2:76][C:77]1[CH:82]=[C:81]([F:83])[CH:80]=[C:79]([F:84])[CH:78]=1)[C@H:63]([OH:75])[CH2:64][NH:65][CH2:66][C:67]1[CH:72]=[CH:71][CH:70]=[C:69]([CH2:73][CH3:74])[CH:68]=1.[ClH:85], predict the reaction product. The product is: [ClH:85].[F:83][C:81]1[CH:82]=[C:77]([CH:78]=[C:79]([F:84])[CH:80]=1)[CH2:76][C@H:62]([NH:61][C:11](=[O:13])[C:10]1[CH:14]=[C:15]([CH3:17])[CH:16]=[C:8]([CH2:7][N:5]([CH2:1][CH:2]([CH3:3])[CH3:4])[CH3:6])[CH:9]=1)[C@H:63]([OH:75])[CH2:64][NH:65][CH2:66][C:67]1[CH:72]=[CH:71][CH:70]=[C:69]([CH2:73][CH3:74])[CH:68]=1. (2) The product is: [ClH:41].[ClH:41].[CH3:39][C:37]1[CH:36]=[CH:35][N:34]=[C:33]([NH:32][C:28]2[N:27]=[C:26]([C:23]3[S:22][C:21]([N:18]4[CH2:17][CH2:16][CH:15]([CH2:14][C:13]([OH:40])=[O:12])[CH2:20][CH2:19]4)=[N:25][CH:24]=3)[CH:31]=[CH:30][CH:29]=2)[CH:38]=1. Given the reactants FC(F)(F)C(O)=O.C([O:12][C:13](=[O:40])[CH2:14][CH:15]1[CH2:20][CH2:19][N:18]([C:21]2[S:22][C:23]([C:26]3[CH:31]=[CH:30][CH:29]=[C:28]([NH:32][C:33]4[CH:38]=[C:37]([CH3:39])[CH:36]=[CH:35][N:34]=4)[N:27]=3)=[CH:24][N:25]=2)[CH2:17][CH2:16]1)(C)(C)C.[ClH:41].C(OCC)(=O)C, predict the reaction product. (3) Given the reactants C(OC([NH:11][C@@H:12]([CH:28]([CH3:30])[CH3:29])[C:13]([N:15]1[CH2:20][CH2:19][N:18]([C:21]([O:23][C:24]([CH3:27])([CH3:26])[CH3:25])=[O:22])[CH2:17][CH2:16]1)=[O:14])=O)C1C=CC=CC=1, predict the reaction product. The product is: [NH2:11][C@@H:12]([CH:28]([CH3:30])[CH3:29])[C:13]([N:15]1[CH2:20][CH2:19][N:18]([C:21]([O:23][C:24]([CH3:26])([CH3:25])[CH3:27])=[O:22])[CH2:17][CH2:16]1)=[O:14].